This data is from Tyrosyl-DNA phosphodiesterase HTS with 341,365 compounds. The task is: Binary Classification. Given a drug SMILES string, predict its activity (active/inactive) in a high-throughput screening assay against a specified biological target. (1) The compound is S(c1c([N+]([O-])=O)cc(cc1)C(OCC(=O)NCC=C)=O)c1n(C)cnn1. The result is 0 (inactive). (2) The molecule is s1c(c(nc1N)c1cc2OCCOc2cc1)C. The result is 0 (inactive). (3) The molecule is Clc1cc(S(=O)(=O)n2cc(nc2)C)ccc1F. The result is 0 (inactive). (4) The compound is O(CCCOC(=O)c1c(OC)cc(OC)c(OC)c1)C(=O)c1c(OC)cc(OC)c(OC)c1. The result is 0 (inactive). (5) The drug is O=C(Nc1ccc(c2ccc(NC(=O)C)cc2)cc1)C. The result is 0 (inactive).